From a dataset of Peptide-MHC class II binding affinity with 134,281 pairs from IEDB. Regression. Given a peptide amino acid sequence and an MHC pseudo amino acid sequence, predict their binding affinity value. This is MHC class II binding data. (1) The peptide sequence is VRVWDVKNAELLNNQ. The MHC is H-2-IAb with pseudo-sequence H-2-IAb. The binding affinity (normalized) is 0.310. (2) The peptide sequence is AKDVIPEGWKADTAY. The MHC is DRB1_1201 with pseudo-sequence DRB1_1201. The binding affinity (normalized) is 0.405. (3) The peptide sequence is YDKFLANVVTVLTGK. The MHC is DRB1_1101 with pseudo-sequence DRB1_1101. The binding affinity (normalized) is 0.360. (4) The binding affinity (normalized) is 0.567. The MHC is DRB3_0101 with pseudo-sequence DRB3_0101. The peptide sequence is VFIPNYNVSVAEVLI. (5) The peptide sequence is KNTIVIPKGDFLTGP. The MHC is DRB1_1602 with pseudo-sequence DRB1_1602. The binding affinity (normalized) is 0.226. (6) The peptide sequence is KNVFDDVVPEKYTIG. The MHC is DRB3_0101 with pseudo-sequence DRB3_0101. The binding affinity (normalized) is 0.254.